This data is from Merck oncology drug combination screen with 23,052 pairs across 39 cell lines. The task is: Regression. Given two drug SMILES strings and cell line genomic features, predict the synergy score measuring deviation from expected non-interaction effect. (1) Drug 1: O=C(O)C1(Cc2cccc(Nc3nccs3)n2)CCC(Oc2cccc(Cl)c2F)CC1. Drug 2: NC1(c2ccc(-c3nc4ccn5c(=O)[nH]nc5c4cc3-c3ccccc3)cc2)CCC1. Cell line: LNCAP. Synergy scores: synergy=-5.61. (2) Drug 1: CC1(c2nc3c(C(N)=O)cccc3[nH]2)CCCN1. Drug 2: Cn1c(=O)n(-c2ccc(C(C)(C)C#N)cc2)c2c3cc(-c4cnc5ccccc5c4)ccc3ncc21. Cell line: SKMEL30. Synergy scores: synergy=29.5.